This data is from Full USPTO retrosynthesis dataset with 1.9M reactions from patents (1976-2016). The task is: Predict the reactants needed to synthesize the given product. Given the product [F:1][C:2]1[C:7]([F:8])=[C:6]([O:9][CH2:10][CH2:11][N:12]2[CH2:13][CH2:14][O:15][CH2:16][CH2:17]2)[CH:5]=[CH:4][C:3]=1[CH2:18][NH:19][N:20]([CH3:30])[C:21]1([C:26]([O:28][CH3:29])=[O:27])[CH2:22][CH2:23][CH2:24][CH2:25]1, predict the reactants needed to synthesize it. The reactants are: [F:1][C:2]1[C:7]([F:8])=[C:6]([O:9][CH2:10][CH2:11][N:12]2[CH2:17][CH2:16][O:15][CH2:14][CH2:13]2)[CH:5]=[CH:4][C:3]=1[CH:18]=[N:19][N:20]([CH3:30])[C:21]1([C:26]([O:28][CH3:29])=[O:27])[CH2:25][CH2:24][CH2:23][CH2:22]1.Cl.B.C(C1C=CC(C)=NC=1)C.[OH-].[Na+].P([O-])([O-])([O-])=O.[K+].[K+].[K+].